From a dataset of Full USPTO retrosynthesis dataset with 1.9M reactions from patents (1976-2016). Predict the reactants needed to synthesize the given product. (1) The reactants are: [Cl:1][C:2]1[CH:7]=[CH:6][C:5]([C@H:8]([C:18]([NH:20][C:21]2[CH:22]=[C:23]3[C:28](=[CH:29][CH:30]=2)[CH:27]=[N:26][CH:25]=[CH:24]3)=[O:19])[CH2:9][NH:10]C(=O)OC(C)(C)C)=[CH:4][CH:3]=1.[S:31]([OH:35])([CH3:34])(=[O:33])=[O:32]. Given the product [S:31]([OH:35])(=[O:33])(=[O:32])[CH3:34].[S:31]([OH:35])(=[O:33])(=[O:32])[CH3:34].[NH2:10][CH2:9][C@H:8]([C:5]1[CH:6]=[CH:7][C:2]([Cl:1])=[CH:3][CH:4]=1)[C:18]([NH:20][C:21]1[CH:22]=[C:23]2[C:28](=[CH:29][CH:30]=1)[CH:27]=[N:26][CH:25]=[CH:24]2)=[O:19], predict the reactants needed to synthesize it. (2) Given the product [OH:4][C:5]1[CH:6]=[CH:7][C:8]([C:9]2[CH:10]([C:27]3[CH:32]=[N:31][CH:30]=[CH:29][N:28]=3)[O:11][C:12]3[C:17]([CH:18]=2)=[CH:16][CH:15]=[C:14]([OH:19])[CH:13]=3)=[CH:23][CH:24]=1, predict the reactants needed to synthesize it. The reactants are: C([O:4][C:5]1[CH:24]=[CH:23][C:8]([C:9]2[CH2:10][O:11][C:12]3[C:17]([CH:18]=2)=[CH:16][CH:15]=[C:14]([O:19]C(=O)C)[CH:13]=3)=[CH:7][CH:6]=1)(=O)C.C[Si](C)(C)[C:27]1[CH:32]=[N:31][CH:30]=[CH:29][N:28]=1. (3) Given the product [CH:27]([C:29]1[C:30]2[N:31]([CH:36]=[C:37]([CH2:39][C@@H:40]3[CH2:45][CH2:44][CH2:43][CH2:42][N:41]3[C:7]([C:5]3[N:6]=[C:2]([CH3:1])[S:3][C:4]=3[C:10]3[CH:15]=[CH:14][CH:13]=[CH:12][CH:11]=3)=[O:9])[N:38]=2)[CH:32]=[C:33]([F:35])[CH:34]=1)=[CH2:28], predict the reactants needed to synthesize it. The reactants are: [CH3:1][C:2]1[S:3][C:4]([C:10]2[CH:15]=[CH:14][CH:13]=[CH:12][CH:11]=2)=[C:5]([C:7]([OH:9])=O)[N:6]=1.C(Cl)(=O)C(Cl)=O.CN(C=O)C.[CH:27]([C:29]1[C:30]2[N:31]([CH:36]=[C:37]([CH2:39][C@@H:40]3[CH2:45][CH2:44][CH2:43][CH2:42][NH:41]3)[N:38]=2)[CH:32]=[C:33]([F:35])[CH:34]=1)=[CH2:28].